Dataset: Peptide-MHC class II binding affinity with 134,281 pairs from IEDB. Task: Regression. Given a peptide amino acid sequence and an MHC pseudo amino acid sequence, predict their binding affinity value. This is MHC class II binding data. (1) The peptide sequence is PELQNFLNFLEANGL. The MHC is HLA-DQA10104-DQB10503 with pseudo-sequence HLA-DQA10104-DQB10503. The binding affinity (normalized) is 0.499. (2) The peptide sequence is FPKEVWEQIFSTWLL. The MHC is DRB3_0101 with pseudo-sequence DRB3_0101. The binding affinity (normalized) is 0.161. (3) The peptide sequence is KSIIIPFIAYFVLMH. The MHC is DRB4_0101 with pseudo-sequence DRB4_0103. The binding affinity (normalized) is 0.656. (4) The peptide sequence is TNTNPDQKCITALAS. The MHC is DRB1_1101 with pseudo-sequence DRB1_1101. The binding affinity (normalized) is 0. (5) The peptide sequence is QIRMAKLLGRDPEQS. The MHC is DRB1_0301 with pseudo-sequence DRB1_0301. The binding affinity (normalized) is 0.187. (6) The peptide sequence is TRSAYERMCNILKGK. The MHC is DRB5_0101 with pseudo-sequence DRB5_0101. The binding affinity (normalized) is 0.577. (7) The peptide sequence is VNYAFLHATDLLP. The MHC is DRB1_0401 with pseudo-sequence DRB1_0401. The binding affinity (normalized) is 0.614. (8) The peptide sequence is AFKVAATAAHAAPAN. The MHC is DRB1_0802 with pseudo-sequence DRB1_0802. The binding affinity (normalized) is 0.785. (9) The peptide sequence is VDKFLANVSTVLTGK. The MHC is DRB1_0401 with pseudo-sequence DRB1_0401. The binding affinity (normalized) is 0.575. (10) The peptide sequence is EEPDDIDCWCYGVEN. The MHC is HLA-DQA10201-DQB10303 with pseudo-sequence HLA-DQA10201-DQB10303. The binding affinity (normalized) is 0.